Task: Predict the product of the given reaction.. Dataset: Forward reaction prediction with 1.9M reactions from USPTO patents (1976-2016) (1) The product is: [Cl:26][C:5]1[C:6]([C:8]2[C:9](=[O:25])[N:10]([CH2:23][CH3:24])[C:11]3[C:16]([CH:17]=2)=[CH:15][N:14]=[C:13]([NH:18][CH2:19][CH2:20][S:21][CH3:22])[CH:12]=3)=[CH:7][C:2]([NH:1][C:35]([NH:34][C:28]2[CH:33]=[CH:32][CH:31]=[CH:30][CH:29]=2)=[O:36])=[C:3]([F:27])[CH:4]=1. Given the reactants [NH2:1][C:2]1[C:3]([F:27])=[CH:4][C:5]([Cl:26])=[C:6]([C:8]2[C:9](=[O:25])[N:10]([CH2:23][CH3:24])[C:11]3[C:16]([CH:17]=2)=[CH:15][N:14]=[C:13]([NH:18][CH2:19][CH2:20][S:21][CH3:22])[CH:12]=3)[CH:7]=1.[C:28]1([N:34]=[C:35]=[O:36])[CH:33]=[CH:32][CH:31]=[CH:30][CH:29]=1, predict the reaction product. (2) Given the reactants [CH3:1][C@@:2]12[C@H:10](O)[CH2:9][C@@H:5]([C:6]1([CH3:8])[CH3:7])[CH2:4][CH2:3]2.[CH2:12]([CH:15]1[CH2:20][CH2:19][CH:18]([C:21]([OH:23])=[O:22])[CH2:17][CH2:16]1)[CH2:13][CH3:14].C1(N=C=NC2CCCCC2)CCCCC1, predict the reaction product. The product is: [CH2:12]([CH:15]1[CH2:20][CH2:19][CH:18]([C:21]([O:23][C@@H:9]2[CH2:10][C@@:2]3([CH3:1])[C:6]([CH3:8])([CH3:7])[C@@H:5]2[CH2:4][CH2:3]3)=[O:22])[CH2:17][CH2:16]1)[CH2:13][CH3:14]. (3) Given the reactants [CH:1]1[CH:2]=[CH:3][C:4]2[S:9][CH:8]=[CH:7][C:5]=2[CH:6]=1.C([Li])CCC.CON(C)[C:18](=[O:27])[C:19]1[CH:24]=[C:23]([Br:25])[CH:22]=[CH:21][C:20]=1[CH3:26].[Cl-].[NH4+], predict the reaction product. The product is: [S:9]1[C:8]([C:18]([C:19]2[CH:24]=[C:23]([Br:25])[CH:22]=[CH:21][C:20]=2[CH3:26])=[O:27])=[CH:7][C:5]2[CH:6]=[CH:1][CH:2]=[CH:3][C:4]1=2. (4) Given the reactants [NH2:1][C@H:2]([CH2:6][C:7]1[CH:16]=[CH:15][C:14]2[CH2:13][CH2:12][CH2:11][CH2:10][C:9]=2[CH:8]=1)[C:3]([OH:5])=[O:4].Cl.[CH3:18][CH2:19]O, predict the reaction product. The product is: [NH2:1][C@H:2]([CH2:6][C:7]1[CH:16]=[CH:15][C:14]2[CH2:13][CH2:12][CH2:11][CH2:10][C:9]=2[CH:8]=1)[C:3]([O:5][CH2:18][CH3:19])=[O:4]. (5) Given the reactants C([N:8](CC1C=CC=CC=1)[C@@H:9]([C:13](=[O:18])[C:14]([CH3:17])([CH3:16])[CH3:15])[C:10]([O-:12])=[O:11])C1C=CC=CC=1.[C:34](O[C:34]([O:36][C:37]([CH3:40])([CH3:39])[CH3:38])=[O:35])([O:36][C:37]([CH3:40])([CH3:39])[CH3:38])=[O:35].[CH3:41][CH2:42]O, predict the reaction product. The product is: [C:37]([O:36][C:34]([NH:8][C@@H:9]([C:13](=[O:18])[C:14]([CH3:15])([CH3:16])[CH3:17])[C:10]([O:12][CH2:41][CH3:42])=[O:11])=[O:35])([CH3:38])([CH3:39])[CH3:40]. (6) The product is: [Br:19][C:2]1[CH:7]=[CH:6][C:5]([CH:8]2[C:14](=[O:15])[CH:13]3[CH2:16][CH:10]([CH2:11][CH2:12]3)[C:9]2=[O:17])=[C:4]([CH3:18])[CH:3]=1. Given the reactants N[C:2]1[CH:7]=[CH:6][C:5]([CH:8]2[C:14](=[O:15])[CH:13]3[CH2:16][CH:10]([CH2:11][CH2:12]3)[C:9]2=[O:17])=[C:4]([CH3:18])[CH:3]=1.[BrH:19].N([O-])=O.[Na+], predict the reaction product.